From a dataset of Catalyst prediction with 721,799 reactions and 888 catalyst types from USPTO. Predict which catalyst facilitates the given reaction. (1) Reactant: [Cl:1][C:2]1[C:11]([N+:12]([O-:14])=[O:13])=[C:10](Cl)[C:9]2[C:4](=[CH:5][CH:6]=[CH:7][CH:8]=2)[N:3]=1.[NH2:16][CH2:17][CH2:18][O:19][CH2:20][CH2:21][O:22][CH2:23][CH2:24][O:25][CH2:26][CH2:27][P:28](=[O:35])([O:32][CH2:33][CH3:34])[O:29][CH2:30][CH3:31]. Product: [Cl:1][C:2]1[C:11]([N+:12]([O-:14])=[O:13])=[C:10]([NH:16][CH2:17][CH2:18][O:19][CH2:20][CH2:21][O:22][CH2:23][CH2:24][O:25][CH2:26][CH2:27][P:28](=[O:35])([O:29][CH2:30][CH3:31])[O:32][CH2:33][CH3:34])[C:9]2[C:4](=[CH:5][CH:6]=[CH:7][CH:8]=2)[N:3]=1. The catalyst class is: 66. (2) Reactant: [C:1]([N:8]1[CH2:13][CH2:12][C:11]([C:16]2[CH:21]=[CH:20][C:19]([Cl:22])=[C:18]([Cl:23])[CH:17]=2)([C:14]#[N:15])[CH2:10][CH2:9]1)([O:3][C:4]([CH3:7])([CH3:6])[CH3:5])=[O:2].[OH-].[NH4+]. Product: [C:1]([N:8]1[CH2:13][CH2:12][C:11]([CH2:14][NH2:15])([C:16]2[CH:21]=[CH:20][C:19]([Cl:22])=[C:18]([Cl:23])[CH:17]=2)[CH2:10][CH2:9]1)([O:3][C:4]([CH3:7])([CH3:6])[CH3:5])=[O:2]. The catalyst class is: 592. (3) Reactant: [Cl:1][C:2]1[CH:3]=[C:4]([S:20]([N:23](CC2C=CC(OC)=CC=2OC)[C:24]2[CH:29]=[CH:28][N:27]=[CH:26][N:25]=2)(=[O:22])=[O:21])[CH:5]=[CH:6][C:7]=1[O:8][C@H:9]1[CH2:13][CH2:12][CH2:11][C@@H:10]1[C:14]1[N:18]([CH3:19])[N:17]=[CH:16][CH:15]=1.C([SiH](CC)CC)C.FC(F)(F)C(O)=O. Product: [Cl:1][C:2]1[CH:3]=[C:4]([S:20]([NH:23][C:24]2[CH:29]=[CH:28][N:27]=[CH:26][N:25]=2)(=[O:21])=[O:22])[CH:5]=[CH:6][C:7]=1[O:8][C@H:9]1[CH2:13][CH2:12][CH2:11][C@@H:10]1[C:14]1[N:18]([CH3:19])[N:17]=[CH:16][CH:15]=1. The catalyst class is: 4. (4) Reactant: [Cl:1][C:2]1[N:7]=[C:6](Cl)[C:5]([C:9]([F:12])([F:11])[F:10])=[CH:4][N:3]=1.C(O)(=O)C. Product: [Cl:1][C:2]1[N:3]=[CH:4][C:5]([C:9]([F:12])([F:10])[F:11])=[CH:6][N:7]=1. The catalyst class is: 772. (5) Reactant: [C:1]([O:5][C:6]([NH:8][CH2:9][CH2:10][N:11]1[C:19]2[C:18]([NH:20][C:21]3[CH:37]=[CH:36][C:24]([O:25][C:26]4[CH:27]=[C:28]([CH:33]=[CH:34][CH:35]=4)[C:29]([O:31]C)=[O:30])=[C:23]([Cl:38])[CH:22]=3)=[N:17][CH:16]=[N:15][C:14]=2[CH:13]=[CH:12]1)=[O:7])([CH3:4])([CH3:3])[CH3:2].CO.[OH-].[Na+]. Product: [C:1]([O:5][C:6]([NH:8][CH2:9][CH2:10][N:11]1[C:19]2[C:18]([NH:20][C:21]3[CH:37]=[CH:36][C:24]([O:25][C:26]4[CH:27]=[C:28]([CH:33]=[CH:34][CH:35]=4)[C:29]([OH:31])=[O:30])=[C:23]([Cl:38])[CH:22]=3)=[N:17][CH:16]=[N:15][C:14]=2[CH:13]=[CH:12]1)=[O:7])([CH3:4])([CH3:2])[CH3:3]. The catalyst class is: 7. (6) Reactant: [OH:1][C:2]1[CH:9]=[CH:8][C:5]([CH:6]=[O:7])=[CH:4][CH:3]=1.N1C=CN=C1.[Si:15](Cl)([C:18]([CH3:21])([CH3:20])[CH3:19])([CH3:17])[CH3:16].CO. Product: [Si:15]([O:1][C:2]1[CH:9]=[CH:8][C:5]([CH:6]=[O:7])=[CH:4][CH:3]=1)([C:18]([CH3:21])([CH3:20])[CH3:19])([CH3:17])[CH3:16]. The catalyst class is: 10. (7) Reactant: [Br:1][C:2]1[C:3]([Cl:12])=[C:4]([CH:9]=[CH:10][CH:11]=1)[C:5](OC)=[O:6].[Li+].[B-](CC)(CC)CC. Product: [Br:1][C:2]1[C:3]([Cl:12])=[C:4]([CH2:5][OH:6])[CH:9]=[CH:10][CH:11]=1. The catalyst class is: 49. (8) Reactant: COC1C=CC(C[N:8]2[C:12]3=[N:13][CH:14]=[C:15]([C:17]4[CH:22]=[CH:21][C:20]([N:23]5[CH2:28][CH2:27][N:26]([CH3:29])[CH2:25][CH2:24]5)=[CH:19][CH:18]=4)[CH:16]=[C:11]3[C:10]([CH3:30])=[N:9]2)=CC=1.FC(F)(F)C(O)=O. Product: [CH3:30][C:10]1[C:11]2[C:12](=[N:13][CH:14]=[C:15]([C:17]3[CH:18]=[CH:19][C:20]([N:23]4[CH2:24][CH2:25][N:26]([CH3:29])[CH2:27][CH2:28]4)=[CH:21][CH:22]=3)[CH:16]=2)[NH:8][N:9]=1. The catalyst class is: 22. (9) Reactant: [Cl:1][C:2]1[CH:3]=[CH:4][C:5]2[N:6]([C:8]([CH:11]([C:13]3[CH:22]=[CH:21][C:16]4[N:17]=[CH:18][N:19]([CH3:20])[C:15]=4[CH:14]=3)[OH:12])=[CH:9][N:10]=2)[N:7]=1.CC(OI1(OC(C)=O)(OC(C)=O)OC(=O)C2C=CC=CC1=2)=O. Product: [Cl:1][C:2]1[CH:3]=[CH:4][C:5]2[N:6]([C:8]([C:11]([C:13]3[CH:22]=[CH:21][C:16]4[N:17]=[CH:18][N:19]([CH3:20])[C:15]=4[CH:14]=3)=[O:12])=[CH:9][N:10]=2)[N:7]=1. The catalyst class is: 2.